From a dataset of Reaction yield outcomes from USPTO patents with 853,638 reactions. Predict the reaction yield, written as a fraction of the theoretical maximum amount of product (1.0 means a 100% yield; for example, 0.34 means a 34% yield). (1) The reactants are [CH2:1]([O:5][C:6]1[CH:10]=[C:9]([C:11]([O:13][CH3:14])=[O:12])[NH:8][N:7]=1)[CH2:2][CH2:3][CH3:4].[F:15][C:16]([F:26])([F:25])[C:17]1[CH:24]=[CH:23][C:20]([CH2:21]Br)=[CH:19][CH:18]=1.C(=O)([O-])[O-].[K+].[K+].CN(C)C=O. The catalyst is O. The product is [CH2:1]([O:5][C:6]1[CH:10]=[C:9]([C:11]([O:13][CH3:14])=[O:12])[N:8]([CH2:21][C:20]2[CH:19]=[CH:18][C:17]([C:16]([F:15])([F:25])[F:26])=[CH:24][CH:23]=2)[N:7]=1)[CH2:2][CH2:3][CH3:4]. The yield is 0.640. (2) The reactants are [CH2:1]([CH:5]([CH2:8][C:9]#N)[C:6]#[N:7])[CH:2]([CH3:4])[CH3:3].[OH-:11].[K+:12].[OH2:13]. No catalyst specified. The product is [C:6]([C@@H:5]([CH2:1][CH:2]([CH3:4])[CH3:3])[CH2:8][C:9]([O-:13])=[O:11])#[N:7].[K+:12]. The yield is 0.313. (3) The reactants are Cl[C:2]1[CH:7]=[CH:6][C:5]([CH3:8])=[CH:4][C:3]=1[N+:9]([O-:11])=[O:10].[CH2:12]([Sn](CCCC)(CCCC)CCCC)[CH:13]=[CH2:14]. The catalyst is Cl[Pd](Cl)([P](C1C=CC=CC=1)(C1C=CC=CC=1)C1C=CC=CC=1)[P](C1C=CC=CC=1)(C1C=CC=CC=1)C1C=CC=CC=1.ClCCCl. The product is [CH2:14]([C:2]1[CH:7]=[CH:6][C:5]([CH3:8])=[CH:4][C:3]=1[N+:9]([O-:11])=[O:10])[CH:13]=[CH2:12]. The yield is 0.840. (4) The reactants are N([O-])=O.[Na+].[CH3:5][O:6][C:7]1[CH:8]=[N:9][C:10]2[C:15]([CH:16]=1)=[CH:14][C:13](N)=[CH:12][CH:11]=2.Cl.S(=O)(=O)(O)[OH:20].C(=O)([O-])[O-].[Na+].[Na+]. The catalyst is O. The product is [CH3:5][O:6][C:7]1[CH:8]=[N:9][C:10]2[C:15]([CH:16]=1)=[CH:14][C:13]([OH:20])=[CH:12][CH:11]=2. The yield is 0.340. (5) The reactants are C(O[C:4]([C:6]1[CH:10]=[C:9]([CH2:11][CH2:12][O:13][CH2:14][C:15]2[CH:20]=[CH:19][CH:18]=[CH:17][CH:16]=2)[N:8]([C:21]2[CH:26]=[CH:25][C:24]([F:27])=[CH:23][C:22]=2[C:28]([F:31])([F:30])[F:29])[C:7]=1[CH3:32])=[O:5])C.[CH3:33][S:34]([C:37]1[CH:43]=[CH:42][C:40]([NH2:41])=[CH:39][CH:38]=1)(=[O:36])=[O:35].C[Al](C)C. The catalyst is C1(C)C=CC=CC=1. The product is [CH2:14]([O:13][CH2:12][CH2:11][C:9]1[N:8]([C:21]2[CH:26]=[CH:25][C:24]([F:27])=[CH:23][C:22]=2[C:28]([F:29])([F:31])[F:30])[C:7]([CH3:32])=[C:6]([C:4]([NH:41][C:40]2[CH:39]=[CH:38][C:37]([S:34]([CH3:33])(=[O:36])=[O:35])=[CH:43][CH:42]=2)=[O:5])[CH:10]=1)[C:15]1[CH:20]=[CH:19][CH:18]=[CH:17][CH:16]=1. The yield is 0.520. (6) The reactants are S(Cl)(Cl)(=O)=[O:2].CC[C:8](OCC)=[S:9].[F:13][C:14]1[CH:20]=[C:19]([O:21][CH3:22])[CH:18]=[CH:17][C:15]=1[NH2:16].CCN([CH:29]([CH3:31])C)C(C)C. The catalyst is C(Cl)Cl. The product is [F:13][C:14]1[CH:20]=[C:19]([O:21][CH3:22])[CH:18]=[C:17]2[C:15]=1[NH:16][C:31](=[O:2])[CH:29]2[S:9][CH3:8]. The yield is 0.500. (7) The reactants are [Br:1][C:2]1[CH:10]=[C:6]([C:7]([OH:9])=O)[C:5]([OH:11])=[CH:4][CH:3]=1.[O:12]1[CH2:17][CH2:16][N:15]([C:18]2[CH:24]=[CH:23][C:22]([C:25]([F:28])([F:27])[F:26])=[CH:21][C:19]=2[NH2:20])[CH2:14][CH2:13]1. No catalyst specified. The product is [Br:1][C:2]1[CH:3]=[CH:4][C:5]([OH:11])=[C:6]([CH:10]=1)[C:7]([NH:20][C:19]1[CH:21]=[C:22]([C:25]([F:26])([F:27])[F:28])[CH:23]=[CH:24][C:18]=1[N:15]1[CH2:14][CH2:13][O:12][CH2:17][CH2:16]1)=[O:9]. The yield is 0.659. (8) The reactants are [CH3:1][O:2][C:3]1[CH:9]=[C:8]([O:10][CH3:11])[C:7]([C:12]([F:15])([F:14])[F:13])=[CH:6][C:4]=1[NH2:5].[C:16](Cl)(Cl)=[O:17]. The catalyst is CCOC(C)=O. The product is [N:5]([C:4]1[CH:6]=[C:7]([C:12]([F:14])([F:13])[F:15])[C:8]([O:10][CH3:11])=[CH:9][C:3]=1[O:2][CH3:1])=[C:16]=[O:17]. The yield is 0.850. (9) The reactants are Br[C:2]1[S:3][CH:4]=[C:5]([Br:7])[N:6]=1.[NH:8]1[CH2:13][CH2:12][CH:11]([C:14]([O:16][CH2:17][CH3:18])=[O:15])[CH2:10][CH2:9]1. The catalyst is O1CCOCC1. The product is [Br:7][C:5]1[N:6]=[C:2]([N:8]2[CH2:13][CH2:12][CH:11]([C:14]([O:16][CH2:17][CH3:18])=[O:15])[CH2:10][CH2:9]2)[S:3][CH:4]=1. The yield is 0.790. (10) The reactants are [N+:1]([C:4]1[CH:9]=[CH:8][C:7]([N:10]2[CH2:16][CH2:15][CH2:14][CH:13]([N:17]3[CH2:21][CH2:20][C@@H:19]([NH:22][C:23](=[O:38])[CH2:24][NH:25][C:26](=[O:37])[C:27]4[CH:32]=[CH:31][CH:30]=[C:29]([C:33]([F:36])([F:35])[F:34])[CH:28]=4)[CH2:18]3)[CH2:12][CH2:11]2)=[CH:6][CH:5]=1)([O-])=O.[H][H]. The catalyst is [Pd].CO. The product is [NH2:1][C:4]1[CH:5]=[CH:6][C:7]([N:10]2[CH2:16][CH2:15][CH2:14][CH:13]([N:17]3[CH2:21][CH2:20][C@@H:19]([NH:22][C:23](=[O:38])[CH2:24][NH:25][C:26](=[O:37])[C:27]4[CH:32]=[CH:31][CH:30]=[C:29]([C:33]([F:35])([F:36])[F:34])[CH:28]=4)[CH2:18]3)[CH2:12][CH2:11]2)=[CH:8][CH:9]=1. The yield is 0.960.